From a dataset of Full USPTO retrosynthesis dataset with 1.9M reactions from patents (1976-2016). Predict the reactants needed to synthesize the given product. (1) Given the product [Br:8][C:6]1[CH:5]=[CH:4][C:3]2[N:9]([CH2:10][C:11]3([OH:34])[CH2:12][CH2:17][CH2:16][CH2:15][CH2:14]3)[C:19]([C:20]([CH3:23])([CH3:22])[CH3:21])=[N:1][C:2]=2[CH:7]=1, predict the reactants needed to synthesize it. The reactants are: [NH2:1][C:2]1[CH:7]=[C:6]([Br:8])[CH:5]=[CH:4][C:3]=1[NH:9][CH2:10][CH2:11][C:12]1(O)[CH2:17][CH2:16][CH2:15][CH2:14]C1.[C:19](Cl)(=O)[C:20]([CH3:23])([CH3:22])[CH3:21].O.C1(C)C=CC(S(O)(=O)=[O:34])=CC=1.C(=O)([O-])O.[Na+]. (2) Given the product [CH3:4][C:5]1[CH:37]=[CH:30][C:31]([CH3:34])=[CH:32][C:6]=1[CH2:7][N:15]1[C:11]2[CH:10]=[C:9]([CH3:8])[C:27]([CH3:28])=[CH:26][C:12]=2[N:13]=[C:14]1[S:16][CH2:17][C:18]1[CH:23]=[CH:22][CH:21]=[CH:20][C:19]=1[C:24]#[N:25], predict the reactants needed to synthesize it. The reactants are: [H-].[Na+].O1[CH2:7][CH2:6][CH2:5][CH2:4]1.[CH3:8][C:9]1[C:27]([CH3:28])=[CH:26][C:12]2[N:13]=[C:14]([S:16][CH2:17][C:18]3[CH:23]=[CH:22][CH:21]=[CH:20][C:19]=3[C:24]#[N:25])[NH:15][C:11]=2[CH:10]=1.Cl[C:30]1[CH:37]=CC(Cl)=[CH:34][C:31]=1[CH2:32]Cl. (3) Given the product [C:3]1([CH2:9][NH:12][SiH3:16])[CH:4]=[CH:5][CH:6]=[CH:7][CH:8]=1, predict the reactants needed to synthesize it. The reactants are: CN[C:3]1[CH:8]=[CH:7][CH:6]=[CH:5][CH:4]=1.[CH:9]([N:12]([SiH3:16])C(C)C)(C)C. (4) Given the product [C:7]1([NH:6][C:4](=[O:5])[C:3]([OH:17])=[O:2])[C:16]2[C:11](=[CH:12][CH:13]=[CH:14][CH:15]=2)[CH:10]=[CH:9][CH:8]=1, predict the reactants needed to synthesize it. The reactants are: C[O:2][C:3](=[O:17])[C:4]([NH:6][C:7]1[C:16]2[C:11](=[CH:12][CH:13]=[CH:14][CH:15]=2)[CH:10]=[CH:9][CH:8]=1)=[O:5].